The task is: Predict the product of the given reaction.. This data is from Forward reaction prediction with 1.9M reactions from USPTO patents (1976-2016). (1) Given the reactants [Cl:1][C:2]1[CH:7]=[N:6][CH:5]=[C:4]2[S:8][C:9]([C:11]([OH:13])=O)=[CH:10][C:3]=12.C1N=CN(C(N2C=NC=C2)=O)C=1.[NH2:26][NH:27][C:28]([NH2:30])=[S:29], predict the reaction product. The product is: [Cl:1][C:2]1[CH:7]=[N:6][CH:5]=[C:4]2[S:8][C:9]([C:11]([NH:26][NH:27][C:28]([NH2:30])=[S:29])=[O:13])=[CH:10][C:3]=12. (2) Given the reactants [F:1][C:2]([F:21])([F:20])[C:3]1[C:4]([NH2:19])=[N:5][CH:6]=[C:7]([C:9]2[CH:14]=[CH:13][C:12]([C:15]([F:18])([F:17])[F:16])=[CH:11][CH:10]=2)[CH:8]=1.C([O-])(O)=O.[Na+].Cl[CH2:28][CH:29]=O.O, predict the reaction product. The product is: [F:21][C:2]([F:1])([F:20])[C:3]1[C:4]2[N:5]([CH:28]=[CH:29][N:19]=2)[CH:6]=[C:7]([C:9]2[CH:14]=[CH:13][C:12]([C:15]([F:18])([F:17])[F:16])=[CH:11][CH:10]=2)[CH:8]=1. (3) Given the reactants [O:1]=[C:2]1[C:11]2[C:10]([NH:12]C(=O)C)=[CH:9][CH:8]=[CH:7][C:6]=2[CH2:5][CH2:4][CH2:3]1.[OH-].[Na+], predict the reaction product. The product is: [NH2:12][C:10]1[CH:9]=[CH:8][CH:7]=[C:6]2[C:11]=1[C:2](=[O:1])[CH2:3][CH2:4][CH2:5]2. (4) Given the reactants [F:1][C:2]1[CH:9]=[CH:8][C:5]([CH2:6][NH2:7])=[CH:4][CH:3]=1.[F:10][C:11]1[CH:18]=[CH:17][C:14]([CH2:15]Br)=[CH:13][CH:12]=1, predict the reaction product. The product is: [F:1][C:2]1[CH:9]=[CH:8][C:5]([CH2:6][NH:7][CH2:15][C:14]2[CH:17]=[CH:18][C:11]([F:10])=[CH:12][CH:13]=2)=[CH:4][CH:3]=1. (5) Given the reactants C[O:2][C:3](=O)[CH:4]([CH:23]([C:32]1[CH:37]=[CH:36][C:35]([O:38][CH2:39][C:40]2[CH:45]=[CH:44][CH:43]=[CH:42][CH:41]=2)=[CH:34][CH:33]=1)[NH:24][C:25]1[CH:30]=[CH:29][C:28](F)=[CH:27][CH:26]=1)[CH2:5][CH2:6][CH:7](OCC1C=CC=CC=1)[C:8]1[CH:13]=[CH:12][C:11]([F:14])=[CH:10][CH:9]=1.CC(O[Si](C)(C)C)=N[Si](C)(C)C.[F-:59].C([N+](CCCC)(CCCC)CCCC)CCC.[OH2:77].[C:78]1([CH3:84])[CH:83]=[CH:82][CH:81]=[CH:80][CH:79]=1, predict the reaction product. The product is: [CH2:84]([O:77][CH:7]([C:8]1[CH:9]=[CH:10][C:11]([F:14])=[CH:12][CH:13]=1)[CH2:6][CH2:5][CH:4]1[CH:23]([C:32]2[CH:33]=[CH:34][C:35]([O:38][CH2:39][C:40]3[CH:41]=[CH:42][CH:43]=[CH:44][CH:45]=3)=[CH:36][CH:37]=2)[N:24]([C:25]2[CH:30]=[CH:29][C:28]([F:59])=[CH:27][CH:26]=2)[C:3]1=[O:2])[C:78]1[CH:83]=[CH:82][CH:81]=[CH:80][CH:79]=1. (6) Given the reactants [Cl:1][C:2]1[CH:3]=[CH:4][C:5]([O:10][C:11]2[CH:16]=[CH:15][C:14]([S:17][CH3:18])=[CH:13][CH:12]=2)=[C:6]([CH:9]=1)[CH:7]=O.[CH3:19][Si:20]([CH3:27])([CH3:26])N[Si:20]([CH3:27])([CH3:26])[CH3:19].C([Li])CCC.C[Si](Cl)(C)C.[CH2:38]([N:40](CC)CC)[CH3:39].C(Cl)(=[O:47])C, predict the reaction product. The product is: [Cl:1][C:2]1[CH:3]=[CH:4][C:5]([O:10][C:11]2[CH:16]=[CH:15][C:14]([S:17][CH3:18])=[CH:13][CH:12]=2)=[C:6]([CH:7]=[N:40][C:38]([O:47][Si:20]([CH3:27])([CH3:26])[CH3:19])=[CH2:39])[CH:9]=1. (7) Given the reactants [N:1]1([CH2:6][CH2:7][N:8]2[C:17]3[C:12](=[CH:13][CH:14]=[CH:15][CH:16]=3)[CH2:11][CH2:10][CH2:9]2)[CH2:5][CH2:4][CH2:3][CH2:2]1.C1C(=O)N([Br:25])C(=O)C1, predict the reaction product. The product is: [Br:25][C:14]1[CH:13]=[C:12]2[C:17](=[CH:16][CH:15]=1)[N:8]([CH2:7][CH2:6][N:1]1[CH2:2][CH2:3][CH2:4][CH2:5]1)[CH2:9][CH2:10][CH2:11]2.